This data is from Forward reaction prediction with 1.9M reactions from USPTO patents (1976-2016). The task is: Predict the product of the given reaction. (1) Given the reactants [CH2:1]([O:8][C:9]1[CH:10]=[C:11]2[C:16](=[CH:17][CH:18]=1)[CH:15]=[C:14]([C:19]1[N:24]=[C:23](S(C)(=O)=O)[N:22]3[N:29]=[CH:30][CH:31]=[C:21]3[CH:20]=1)[CH:13]=[CH:12]2)[C:2]1[CH:7]=[CH:6][CH:5]=[CH:4][CH:3]=1.[C:32]([O:36][C:37](=[O:46])[NH:38][C:39]1[CH:44]=[CH:43][C:42]([NH2:45])=[CH:41][CH:40]=1)([CH3:35])([CH3:34])[CH3:33], predict the reaction product. The product is: [C:32]([O:36][C:37](=[O:46])[NH:38][C:39]1[CH:40]=[CH:41][C:42]([NH:45][C:23]2[N:22]3[N:29]=[CH:30][CH:31]=[C:21]3[CH:20]=[C:19]([C:14]3[CH:13]=[CH:12][C:11]4[C:16](=[CH:17][CH:18]=[C:9]([O:8][CH2:1][C:2]5[CH:7]=[CH:6][CH:5]=[CH:4][CH:3]=5)[CH:10]=4)[CH:15]=3)[N:24]=2)=[CH:43][CH:44]=1)([CH3:35])([CH3:33])[CH3:34]. (2) Given the reactants [C:1]([C:3]1[CH:8]=[CH:7][C:6]([N:9]=[C:10]2[S:14][CH2:13][C:12]3([CH2:18][CH2:17][CH2:16][CH2:15]3)[NH:11]2)=[C:5]([CH2:19][CH3:20])[CH:4]=1)#[N:2].[CH:21]1(Br)[CH2:25][CH2:24][CH2:23][CH2:22]1, predict the reaction product. The product is: [C:1]([C:3]1[CH:8]=[CH:7][C:6]([N:9]=[C:10]2[S:14][CH2:13][C:12]3([CH2:15][CH2:16][CH2:17][CH2:18]3)[N:11]2[CH:21]2[CH2:25][CH2:24][CH2:23][CH2:22]2)=[C:5]([CH2:19][CH3:20])[CH:4]=1)#[N:2]. (3) Given the reactants Br[C:2]1[CH:9]=[CH:8][C:5]([CH:6]=[O:7])=[CH:4][CH:3]=1.C(N(CC)CC)C.[C:17]([Si:19]([CH3:22])([CH3:21])[CH3:20])#[CH:18], predict the reaction product. The product is: [CH3:20][Si:19]([C:17]#[C:18][C:2]1[CH:9]=[CH:8][C:5]([CH:6]=[O:7])=[CH:4][CH:3]=1)([CH3:22])[CH3:21]. (4) Given the reactants [CH3:1][N:2]([CH3:15])[C:3]([CH2:5][O:6][C:7]1[CH:8]=[C:9]([CH:12]=[CH:13][CH:14]=1)[CH:10]=O)=[O:4].[C:16]([C:19]1[C:20](=[O:28])[N:21]([CH3:27])[C:22]([CH3:26])=[CH:23][C:24]=1[OH:25])(=[O:18])[CH3:17], predict the reaction product. The product is: [OH:25][C:24]1[CH:23]=[C:22]([CH3:26])[N:21]([CH3:27])[C:20](=[O:28])[C:19]=1[C:16](=[O:18])[CH:17]=[CH:10][C:9]1[CH:12]=[CH:13][CH:14]=[C:7]([O:6][CH2:5][C:3]([N:2]([CH3:15])[CH3:1])=[O:4])[CH:8]=1. (5) Given the reactants [F:1][C:2]1([C:9]([OH:11])=[O:10])[CH:7]2[CH:3]1[CH2:4][CH2:5][C:6]2=[O:8].C(=O)([O-])O.[Na+].[CH2:17](I)[CH3:18].Cl, predict the reaction product. The product is: [F:1][C:2]1([C:9]([O:11][CH2:17][CH3:18])=[O:10])[CH:7]2[CH:3]1[CH2:4][CH2:5][C:6]2=[O:8].